Dataset: Reaction yield outcomes from USPTO patents with 853,638 reactions. Task: Predict the reaction yield, written as a fraction of the theoretical maximum amount of product (1.0 means a 100% yield; for example, 0.34 means a 34% yield). (1) The reactants are [CH3:1][C:2]1[CH:7]=[CH:6][C:5]([CH:8](O)[C:9]([CH3:11])=[CH2:10])=[CH:4][CH:3]=1.[C:13](OCC)([O:18]CC)([O:15][CH2:16][CH3:17])[CH3:14].C(O)(=O)CC. The catalyst is C(O)C. The product is [CH3:10]/[C:9](=[CH:8]\[C:5]1[CH:6]=[CH:7][C:2]([CH3:1])=[CH:3][CH:4]=1)/[CH2:11][CH2:14][C:13]([O:15][CH2:16][CH3:17])=[O:18]. The yield is 0.240. (2) The reactants are [CH3:1][NH:2][CH2:3][CH2:4][C:5]#[C:6][C:7]1[CH:12]=[CH:11][CH:10]=[CH:9][N:8]=1.[CH3:13][C:14]1[CH:22]=[CH:21][CH:20]=[CH:19][C:15]=1[C:16](Cl)=[O:17]. No catalyst specified. The product is [CH3:1][N:2]([CH2:3][CH2:4][C:5]#[C:6][C:7]1[CH:12]=[CH:11][CH:10]=[CH:9][N:8]=1)[C:16](=[O:17])[C:15]1[CH:19]=[CH:20][CH:21]=[CH:22][C:14]=1[CH3:13]. The yield is 0.370. (3) The reactants are [CH2:1]([O:3][C:4]([C:6]1[CH:7]=[N:8][N:9]2[C:14]([OH:15])=[C:13]([C:16]([OH:18])=O)[CH:12]=[N:11][C:10]=12)=[O:5])[CH3:2].[F:19][C:20]1[CH:25]=[CH:24][C:23]([CH:26]2[CH2:31][CH2:30][NH:29][CH2:28][CH2:27]2)=[CH:22][CH:21]=1. No catalyst specified. The product is [CH2:1]([O:3][C:4]([C:6]1[CH:7]=[N:8][N:9]2[C:14]([OH:15])=[C:13]([C:16]([N:29]3[CH2:30][CH2:31][CH:26]([C:23]4[CH:22]=[CH:21][C:20]([F:19])=[CH:25][CH:24]=4)[CH2:27][CH2:28]3)=[O:18])[CH:12]=[N:11][C:10]=12)=[O:5])[CH3:2]. The yield is 0.620. (4) The reactants are [O:1]=[C:2]1[CH:7]=[C:6]([C:8]([NH:10][NH2:11])=O)[CH:5]=[CH:4][NH:3]1.[N:12]([CH3:15])=[C:13]=[S:14].[OH-].[Na+].CC(O)=O. The catalyst is O. The product is [CH3:15][N:12]1[C:13](=[S:14])[NH:11][N:10]=[C:8]1[C:6]1[CH:5]=[CH:4][NH:3][C:2](=[O:1])[CH:7]=1. The yield is 0.800. (5) The reactants are N[C:2]1[CH:7]=[CH:6][C:5]([N:8]([C:13]2[C:32]([CH:33]3[CH2:35][CH2:34]3)=[CH:31][C:16]3[C:17]([C:27]([NH:29][CH3:30])=[O:28])=[C:18]([C:20]4[CH:25]=[CH:24][C:23]([F:26])=[CH:22][CH:21]=4)[O:19][C:15]=3[CH:14]=2)[S:9]([CH3:12])(=[O:11])=[O:10])=[C:4]([F:36])[CH:3]=1.[BrH:37].N([O-])=O.[Na+]. The catalyst is C(#N)C.O. The product is [Br:37][C:2]1[CH:7]=[CH:6][C:5]([N:8]([C:13]2[C:32]([CH:33]3[CH2:35][CH2:34]3)=[CH:31][C:16]3[C:17]([C:27]([NH:29][CH3:30])=[O:28])=[C:18]([C:20]4[CH:25]=[CH:24][C:23]([F:26])=[CH:22][CH:21]=4)[O:19][C:15]=3[CH:14]=2)[S:9]([CH3:12])(=[O:11])=[O:10])=[C:4]([F:36])[CH:3]=1. The yield is 0.600.